This data is from Catalyst prediction with 721,799 reactions and 888 catalyst types from USPTO. The task is: Predict which catalyst facilitates the given reaction. (1) Reactant: F[C:2](F)(F)[C:3](O)=O.[CH3:8][O:9][C:10]1[C:19]2[N:18]=[C:17]([NH:20][C:21](=[O:28])[C:22]3[CH:27]=[CH:26][CH:25]=[N:24][CH:23]=3)[N:16]3[CH2:29][CH2:30][N:31]=[C:15]3[C:14]=2[CH:13]=[CH:12][C:11]=1[O:32][CH2:33][CH2:34][CH:35]1[O:40][CH2:39][CH2:38][NH:37][CH2:36]1.C(=O)C.C(O[BH-](OC(=O)C)OC(=O)C)(=O)C.[Na+].C(O)(=O)C.Cl. Product: [CH2:2]([N:37]1[CH2:38][CH2:39][O:40][CH:35]([CH2:34][CH2:33][O:32][C:11]2[CH:12]=[CH:13][C:14]3[C:15]4[N:16]([CH2:29][CH2:30][N:31]=4)[C:17]([NH:20][C:21](=[O:28])[C:22]4[CH:27]=[CH:26][CH:25]=[N:24][CH:23]=4)=[N:18][C:19]=3[C:10]=2[O:9][CH3:8])[CH2:36]1)[CH3:3]. The catalyst class is: 36. (2) Reactant: FC(F)(F)C(O)=O.N1[CH2:13][CH2:12][C:11](=[C:14]2[CH:28]=[CH:27][CH:26]=[C:16]([O:17][C:18]3[CH:23]=[CH:22][C:21]([C:24]#[N:25])=[CH:20][N:19]=3)[CH:15]2C)CC1.[N:30]1[CH:35]=[CH:34][CH:33]=[C:32]([NH:36][C:37](=[O:45])OC2C=CC=CC=2)[CH:31]=1.[CH:46]([N:49](C(C)C)[CH2:50]C)(C)[CH3:47]. Product: [C:24]([C:21]1[CH:22]=[CH:23][C:18]([O:17][C:16]2[CH:15]=[C:14]([CH:28]=[CH:27][CH:26]=2)[CH:11]=[C:12]2[CH2:13][CH2:50][N:49]([C:37]([NH:36][C:32]3[CH:31]=[N:30][CH:35]=[CH:34][CH:33]=3)=[O:45])[CH2:46][CH2:47]2)=[N:19][CH:20]=1)#[N:25]. The catalyst class is: 16.